Dataset: NCI-60 drug combinations with 297,098 pairs across 59 cell lines. Task: Regression. Given two drug SMILES strings and cell line genomic features, predict the synergy score measuring deviation from expected non-interaction effect. (1) Drug 1: C1CCC(CC1)NC(=O)N(CCCl)N=O. Drug 2: CN(CC1=CN=C2C(=N1)C(=NC(=N2)N)N)C3=CC=C(C=C3)C(=O)NC(CCC(=O)O)C(=O)O. Cell line: SF-295. Synergy scores: CSS=43.6, Synergy_ZIP=-6.40, Synergy_Bliss=-8.47, Synergy_Loewe=-2.78, Synergy_HSA=-2.12. (2) Drug 1: CCCS(=O)(=O)NC1=C(C(=C(C=C1)F)C(=O)C2=CNC3=C2C=C(C=N3)C4=CC=C(C=C4)Cl)F. Drug 2: CCC1(CC2CC(C3=C(CCN(C2)C1)C4=CC=CC=C4N3)(C5=C(C=C6C(=C5)C78CCN9C7C(C=CC9)(C(C(C8N6C)(C(=O)OC)O)OC(=O)C)CC)OC)C(=O)OC)O.OS(=O)(=O)O. Cell line: SK-MEL-5. Synergy scores: CSS=58.1, Synergy_ZIP=6.08, Synergy_Bliss=6.85, Synergy_Loewe=-14.0, Synergy_HSA=10.3. (3) Drug 1: CC1=C(C(CCC1)(C)C)C=CC(=CC=CC(=CC(=O)O)C)C. Drug 2: CN(C(=O)NC(C=O)C(C(C(CO)O)O)O)N=O. Cell line: BT-549. Synergy scores: CSS=-5.00, Synergy_ZIP=4.60, Synergy_Bliss=2.21, Synergy_Loewe=-7.54, Synergy_HSA=-7.50. (4) Drug 1: C1=NC2=C(N=C(N=C2N1C3C(C(C(O3)CO)O)F)Cl)N. Drug 2: CCCCC(=O)OCC(=O)C1(CC(C2=C(C1)C(=C3C(=C2O)C(=O)C4=C(C3=O)C=CC=C4OC)O)OC5CC(C(C(O5)C)O)NC(=O)C(F)(F)F)O. Cell line: SK-MEL-5. Synergy scores: CSS=63.2, Synergy_ZIP=-1.06, Synergy_Bliss=-5.43, Synergy_Loewe=-5.67, Synergy_HSA=-5.31. (5) Drug 1: COC1=NC(=NC2=C1N=CN2C3C(C(C(O3)CO)O)O)N. Drug 2: C1=CC=C(C=C1)NC(=O)CCCCCCC(=O)NO. Cell line: MDA-MB-435. Synergy scores: CSS=-2.85, Synergy_ZIP=1.57, Synergy_Bliss=-0.758, Synergy_Loewe=-15.4, Synergy_HSA=-7.46. (6) Drug 1: C1=NC2=C(N1)C(=S)N=C(N2)N. Drug 2: CC1C(C(=O)NC(C(=O)N2CCCC2C(=O)N(CC(=O)N(C(C(=O)O1)C(C)C)C)C)C(C)C)NC(=O)C3=C4C(=C(C=C3)C)OC5=C(C(=O)C(=C(C5=N4)C(=O)NC6C(OC(=O)C(N(C(=O)CN(C(=O)C7CCCN7C(=O)C(NC6=O)C(C)C)C)C)C(C)C)C)N)C. Cell line: NCI-H460. Synergy scores: CSS=41.6, Synergy_ZIP=5.28, Synergy_Bliss=9.21, Synergy_Loewe=8.23, Synergy_HSA=8.42. (7) Drug 1: C1CN1P(=S)(N2CC2)N3CC3. Drug 2: CC(C)CN1C=NC2=C1C3=CC=CC=C3N=C2N. Cell line: SK-OV-3. Synergy scores: CSS=2.42, Synergy_ZIP=-2.74, Synergy_Bliss=-1.52, Synergy_Loewe=-1.95, Synergy_HSA=-2.54.